This data is from Catalyst prediction with 721,799 reactions and 888 catalyst types from USPTO. The task is: Predict which catalyst facilitates the given reaction. Reactant: [CH2:1]([O:5][CH2:6][CH2:7][O:8][C:9]1[CH:14]=[CH:13][C:12]([C:15]2[CH:16]=[CH:17][C:18]3[N:24]([CH2:25][CH:26]([CH3:28])[CH3:27])[CH2:23][CH2:22][C:21]([C:29]([NH:31][C:32]4[CH:37]=[CH:36][C:35]([S:38][CH2:39][C:40]5[N:44]6[CH:45]=[CH:46][CH:47]=[CH:48][C:43]6=[N:42][C:41]=5[CH3:49])=[CH:34][CH:33]=4)=[O:30])=[CH:20][C:19]=3[CH:50]=2)=[CH:11][CH:10]=1)[CH2:2][CH2:3][CH3:4].ClC1C=CC=C(C(OO)=[O:59])C=1.S([O-])([O-])(=O)=S.[Na+].[Na+]. The catalyst class is: 4. Product: [CH2:1]([O:5][CH2:6][CH2:7][O:8][C:9]1[CH:10]=[CH:11][C:12]([C:15]2[CH:16]=[CH:17][C:18]3[N:24]([CH2:25][CH:26]([CH3:27])[CH3:28])[CH2:23][CH2:22][C:21]([C:29]([NH:31][C:32]4[CH:33]=[CH:34][C:35]([S:38]([CH2:39][C:40]5[N:44]6[CH:45]=[CH:46][CH:47]=[CH:48][C:43]6=[N:42][C:41]=5[CH3:49])=[O:59])=[CH:36][CH:37]=4)=[O:30])=[CH:20][C:19]=3[CH:50]=2)=[CH:13][CH:14]=1)[CH2:2][CH2:3][CH3:4].